From a dataset of Forward reaction prediction with 1.9M reactions from USPTO patents (1976-2016). Predict the product of the given reaction. (1) Given the reactants [Br:1][C:2]1[C:6]2[CH:7]=[CH:8][CH:9]=[C:10]([C@@H:11]([OH:13])[CH3:12])[C:5]=2[O:4][C:3]=1[CH3:14].N1C=CN=C1.[CH3:20][C:21]([Si:24](Cl)([CH3:26])[CH3:25])([CH3:23])[CH3:22], predict the reaction product. The product is: [Br:1][C:2]1[C:6]2[CH:7]=[CH:8][CH:9]=[C:10]([C@@H:11]([O:13][Si:24]([C:21]([CH3:23])([CH3:22])[CH3:20])([CH3:26])[CH3:25])[CH3:12])[C:5]=2[O:4][C:3]=1[CH3:14]. (2) Given the reactants C(OC([N:11]1[C:15]([CH3:16])=[C:14]([CH2:17][C:18]2[CH:23]=[CH:22][C:21]([O:24][CH:25]([CH3:27])[CH3:26])=[CH:20][CH:19]=2)[C:13]([O:28][C@@H:29]2[O:37][C@H:36]([CH2:38][O:39][C:40]([O:42][CH2:43][CH3:44])=[O:41])[C@@H:34]([OH:35])[C@H:32]([OH:33])[C@H:30]2[OH:31])=[N:12]1)=O)C1C=CC=CC=1, predict the reaction product. The product is: [CH2:43]([O:42][C:40]([O:39][CH2:38][C@H:36]1[O:37][C@@H:29]([O:28][C:13]2[C:14]([CH2:17][C:18]3[CH:23]=[CH:22][C:21]([O:24][CH:25]([CH3:26])[CH3:27])=[CH:20][CH:19]=3)=[C:15]([CH3:16])[NH:11][N:12]=2)[C@H:30]([OH:31])[C@@H:32]([OH:33])[C@@H:34]1[OH:35])=[O:41])[CH3:44]. (3) Given the reactants [Si:1]([O:8][C@@H:9]1[C@H:13]([CH3:14])[NH:12][C:11](=[O:15])[CH2:10]1)([C:4]([CH3:7])([CH3:6])[CH3:5])([CH3:3])[CH3:2].Br[C:17]1[CH:24]=[CH:23][C:20]([C:21]#[N:22])=[C:19]([Cl:25])[C:18]=1[CH3:26].C(=O)([O-])[O-].[Cs+].[Cs+].C1(P(C2C=CC=CC=2)C2C3OC4C(=CC=CC=4P(C4C=CC=CC=4)C4C=CC=CC=4)C(C)(C)C=3C=CC=2)C=CC=CC=1, predict the reaction product. The product is: [Cl:25][C:19]1[C:18]([CH3:26])=[C:17]([N:12]2[C@@H:13]([CH3:14])[C@@H:9]([O:8][Si:1]([C:4]([CH3:7])([CH3:6])[CH3:5])([CH3:3])[CH3:2])[CH2:10][C:11]2=[O:15])[CH:24]=[CH:23][C:20]=1[C:21]#[N:22].